From a dataset of CYP2C9 inhibition data for predicting drug metabolism from PubChem BioAssay. Regression/Classification. Given a drug SMILES string, predict its absorption, distribution, metabolism, or excretion properties. Task type varies by dataset: regression for continuous measurements (e.g., permeability, clearance, half-life) or binary classification for categorical outcomes (e.g., BBB penetration, CYP inhibition). Dataset: cyp2c9_veith. (1) The molecule is Br.Cc1ccc(C)c(C(=O)CN2C3=NCCCN3c3ccccc32)c1. The result is 0 (non-inhibitor). (2) The drug is C/C=C1\C[C@H](C)[C@@](O)(CO)C(=O)OCC2=CCN3CC[C@@H](OC1=O)[C@@H]23. The result is 0 (non-inhibitor). (3) The compound is OCCCNc1ncnc2[nH]ncc12. The result is 0 (non-inhibitor). (4) The compound is CC(NC(=O)OC1CCCCC1)N1C(=O)C2C3C=CC(C3)C2C1=O. The result is 0 (non-inhibitor). (5) The molecule is Cc1ccccc1-c1cncnc1N(C)Cc1ccco1. The result is 0 (non-inhibitor). (6) The drug is CCN(CC)S(=O)(=O)c1cc(C(=O)Nc2ccncc2)ccc1Cl. The result is 1 (inhibitor). (7) The drug is C[C@@H]1CCCC(CC(=O)O)(CC(=O)O)C1. The result is 0 (non-inhibitor). (8) The molecule is Cc1ccc(CS(=O)(=O)CCC(=O)NCc2ccccn2)cc1. The result is 0 (non-inhibitor). (9) The compound is Cl.Clc1ccc(/C=N/Nc2nc3c(s2)CCCC3)c(Cl)c1. The result is 0 (non-inhibitor).